From a dataset of Catalyst prediction with 721,799 reactions and 888 catalyst types from USPTO. Predict which catalyst facilitates the given reaction. Reactant: [OH-].[Na+].C[O:4][C:5](=[O:30])[CH2:6][CH:7]1[C:11]2[CH:12]=[CH:13][C:14]([O:16][CH:17]3[C:25]4[C:20](=[C:21]([C:26]([F:29])([F:28])[F:27])[CH:22]=[CH:23][CH:24]=4)[CH2:19][CH2:18]3)=[CH:15][C:10]=2[O:9][CH2:8]1.Cl. Product: [F:29][C:26]([F:27])([F:28])[C:21]1[CH:22]=[CH:23][CH:24]=[C:25]2[C:20]=1[CH2:19][CH2:18][CH:17]2[O:16][C:14]1[CH:13]=[CH:12][C:11]2[CH:7]([CH2:6][C:5]([OH:30])=[O:4])[CH2:8][O:9][C:10]=2[CH:15]=1. The catalyst class is: 193.